This data is from Full USPTO retrosynthesis dataset with 1.9M reactions from patents (1976-2016). The task is: Predict the reactants needed to synthesize the given product. (1) Given the product [F:13][C:14]1[CH:19]=[CH:18][CH:17]=[CH:16][C:15]=1[NH:20][N:21]=[CH:4][C:3]1[C:2]([Br:1])=[CH:9][C:8]([CH3:10])=[CH:7][C:6]=1[Br:11], predict the reactants needed to synthesize it. The reactants are: [Br:1][C:2]1[CH:9]=[C:8]([CH3:10])[CH:7]=[C:6]([Br:11])[C:3]=1[CH:4]=O.Cl.[F:13][C:14]1[CH:19]=[CH:18][CH:17]=[CH:16][C:15]=1[NH:20][NH2:21].C([O-])(=O)C.[Na+]. (2) The reactants are: [CH:1]([C:4]1[CH:9]=[C:8]([CH:10]([CH3:12])[CH3:11])[CH:7]=[C:6]([CH:13]([CH3:15])[CH3:14])[C:5]=1[SH:16])([CH3:3])[CH3:2].[CH3:17][CH2:18][O-:19].[Na+].C(OC(OCC)CBr)C.Cl. Given the product [CH:13]([C:6]1[CH:7]=[C:8]([CH:10]([CH3:12])[CH3:11])[CH:9]=[C:4]([CH:1]([CH3:3])[CH3:2])[C:5]=1[S:16][CH2:17][CH:18]=[O:19])([CH3:15])[CH3:14], predict the reactants needed to synthesize it. (3) The reactants are: C([S:4][CH2:5][CH:6]([CH2:24][S:25]C(=O)C)[CH2:7][CH2:8][CH2:9][CH2:10][C:11]1[N:12]=[C:13]([C:17]2[CH:22]=[CH:21][C:20]([CH3:23])=[CH:19][CH:18]=2)[O:14][C:15]=1[CH3:16])(=O)C.[OH-].[Na+].Cl. Given the product [SH:4][CH2:5][CH:6]([CH2:24][SH:25])[CH2:7][CH2:8][CH2:9][CH2:10][C:11]1[N:12]=[C:13]([C:17]2[CH:22]=[CH:21][C:20]([CH3:23])=[CH:19][CH:18]=2)[O:14][C:15]=1[CH3:16], predict the reactants needed to synthesize it. (4) Given the product [CH3:1][C:2]1[CH:7]=[C:6]([C:8]2[O:10][N:30]=[C:19]([C:20]3[CH:29]=[CH:28][C:23]([C:24]([O:26][CH3:27])=[O:25])=[CH:22][CH:21]=3)[N:18]=2)[CH:5]=[CH:4][C:3]=1[C:11]1[CH:16]=[CH:15][CH:14]=[CH:13][C:12]=1[CH3:17], predict the reactants needed to synthesize it. The reactants are: [CH3:1][C:2]1[CH:7]=[C:6]([C:8]([OH:10])=O)[CH:5]=[CH:4][C:3]=1[C:11]1[CH:16]=[CH:15][CH:14]=[CH:13][C:12]=1[CH3:17].[NH2:18][C:19](=[N:30]O)[C:20]1[CH:29]=[CH:28][C:23]([C:24]([O:26][CH3:27])=[O:25])=[CH:22][CH:21]=1. (5) Given the product [CH:17]([O:20][C:9](=[O:11])[C:2]1[CH:1]=[C:6]([Cl:14])[N:5]=[C:21]([Cl:23])[CH:3]=1)([CH3:19])[CH3:18], predict the reactants needed to synthesize it. The reactants are: [CH:1]1[C:2]([C:9]([OH:11])=O)=[CH:3]C(O)=[N:5][C:6]=1O.O=P(Cl)(Cl)[Cl:14].[CH:17]([OH:20])([CH3:19])[CH3:18].[CH2:21]([Cl:23])Cl. (6) The reactants are: Cl.[NH2:2][C:3]1[CH:4]=[N:5][C:6]2[C:11]([C:12]=1[OH:13])=[CH:10][CH:9]=[CH:8][CH:7]=2.[C:14](OC(=O)CC)(=O)[CH2:15][CH3:16].[OH-].[Na+]. Given the product [CH2:15]([C:16]1[O:13][C:12]2[C:11]3[CH:10]=[CH:9][CH:8]=[CH:7][C:6]=3[N:5]=[CH:4][C:3]=2[N:2]=1)[CH3:14], predict the reactants needed to synthesize it.